Dataset: NCI-60 drug combinations with 297,098 pairs across 59 cell lines. Task: Regression. Given two drug SMILES strings and cell line genomic features, predict the synergy score measuring deviation from expected non-interaction effect. Drug 1: C1=CC(=CC=C1CCCC(=O)O)N(CCCl)CCCl. Drug 2: CC1CCC2CC(C(=CC=CC=CC(CC(C(=O)C(C(C(=CC(C(=O)CC(OC(=O)C3CCCCN3C(=O)C(=O)C1(O2)O)C(C)CC4CCC(C(C4)OC)OCCO)C)C)O)OC)C)C)C)OC. Cell line: SF-539. Synergy scores: CSS=32.4, Synergy_ZIP=2.59, Synergy_Bliss=1.19, Synergy_Loewe=4.24, Synergy_HSA=5.63.